This data is from Peptide-MHC class I binding affinity with 185,985 pairs from IEDB/IMGT. The task is: Regression. Given a peptide amino acid sequence and an MHC pseudo amino acid sequence, predict their binding affinity value. This is MHC class I binding data. The peptide sequence is QQQGQTVTKK. The MHC is HLA-A11:01 with pseudo-sequence HLA-A11:01. The binding affinity (normalized) is 0.445.